Dataset: Full USPTO retrosynthesis dataset with 1.9M reactions from patents (1976-2016). Task: Predict the reactants needed to synthesize the given product. The reactants are: [Br:1][C:2]1[CH:7]=[CH:6][C:5]([NH:8][C:9](=[O:29])[CH2:10][NH:11]C(=O)OCC2C3C=CC=CC=3C3C2=CC=CC=3)=[C:4]([C:30]([C:32]2[CH:37]=[CH:36][CH:35]=[CH:34][C:33]=2[F:38])=[O:31])[CH:3]=1.N1CCCCC1. Given the product [Br:1][C:2]1[CH:7]=[CH:6][C:5]([NH:8][C:9](=[O:29])[CH2:10][NH2:11])=[C:4]([C:30]([C:32]2[CH:37]=[CH:36][CH:35]=[CH:34][C:33]=2[F:38])=[O:31])[CH:3]=1, predict the reactants needed to synthesize it.